This data is from Experimental lipophilicity measurements (octanol/water distribution) for 4,200 compounds from AstraZeneca. The task is: Regression/Classification. Given a drug SMILES string, predict its absorption, distribution, metabolism, or excretion properties. Task type varies by dataset: regression for continuous measurements (e.g., permeability, clearance, half-life) or binary classification for categorical outcomes (e.g., BBB penetration, CYP inhibition). For this dataset (lipophilicity_astrazeneca), we predict Y. (1) The drug is CC(C)(C)OC(=O)N1CCN(c2ncc(OCc3ccncc3C#N)cn2)CC1. The Y is 2.81 logD. (2) The drug is Cc1cnc(Nc2nc(N[C@@H](C)c3ncc(F)cn3)nc(N3CCOCC3)c2F)s1. The Y is 3.27 logD. (3) The molecule is Cc1ccc2c(N)c(C#N)sc2n1. The Y is 2.23 logD.